From a dataset of Forward reaction prediction with 1.9M reactions from USPTO patents (1976-2016). Predict the product of the given reaction. (1) The product is: [CH:1]([NH:4][C:12]([C:14]1[S:18][C:17]([O:19][CH2:20][C:21]2[C:22]([C:27]3[CH:32]=[CH:31][CH:30]=[CH:29][CH:28]=3)=[N:23][O:24][C:25]=2[CH3:26])=[N:16][CH:15]=1)=[O:11])([CH3:3])[CH3:2]. Given the reactants [CH:1]([NH2:4])([CH3:3])[CH3:2].C[Al](C)C.C([O:11][C:12]([C:14]1[S:18][C:17]([O:19][CH2:20][C:21]2[C:22]([C:27]3[CH:32]=[CH:31][CH:30]=[CH:29][CH:28]=3)=[N:23][O:24][C:25]=2[CH3:26])=[N:16][CH:15]=1)=O)C, predict the reaction product. (2) The product is: [CH2:30]([O:29][C:27](=[O:28])[C:24]([O:23][C:20]1[CH:21]=[CH:22][C:17]([S:16][C:45](=[O:47])[CH3:46])=[CH:18][C:19]=1[CH3:32])([CH3:25])[CH3:26])[CH3:31]. Given the reactants [CH2:30]([O:29][C:27](=[O:28])[C:24]([O:23][C:20]1[CH:21]=[CH:22][C:17]([S:16][S:16][C:17]2[CH:22]=[CH:21][C:20]([O:23][C:24]([C:27]([O:29][CH2:30][CH3:31])=[O:28])([CH3:26])[CH3:25])=[C:19]([CH3:32])[CH:18]=2)=[CH:18][C:19]=1[CH3:32])([CH3:25])[CH3:26])[CH3:31].C(N(C(C)C)C(C)C)C.O.[C:45](OC(=O)C)(=[O:47])[CH3:46], predict the reaction product. (3) The product is: [S:14]1[CH:15]=[CH:16][N:17]=[C:13]1[CH2:12][CH2:11][CH2:10][C:7]1[N:8]=[CH:9][C:4]([NH2:1])=[CH:5][CH:6]=1. Given the reactants [N+:1]([C:4]1[CH:5]=[CH:6][C:7]([CH2:10][CH2:11][CH2:12][C:13]2[S:14][CH:15]=[CH:16][N:17]=2)=[N:8][CH:9]=1)([O-])=O.[NH4+].[Cl-], predict the reaction product. (4) Given the reactants [C:1]([N:8]1[CH2:15][CH:14]2[CH:10]([CH2:11][NH:12][CH2:13]2)[CH2:9]1)([O:3][C:4]([CH3:7])([CH3:6])[CH3:5])=[O:2].Br[C:17]1[CH:29]=[CH:28][C:27]2[C:26]3[C:21](=[CH:22][CH:23]=[CH:24][CH:25]=3)[CH2:20][C:19]=2[CH:18]=1.C([O-])([O-])=O.[Cs+].[Cs+], predict the reaction product. The product is: [C:4]([O:3][C:1]([N:8]1[CH2:9][CH:10]2[CH:14]([CH2:13][N:12]([C:17]3[CH:29]=[CH:28][C:27]4[C:26]5[C:21](=[CH:22][CH:23]=[CH:24][CH:25]=5)[CH2:20][C:19]=4[CH:18]=3)[CH2:11]2)[CH2:15]1)=[O:2])([CH3:7])([CH3:6])[CH3:5]. (5) The product is: [Cl:17][C:18]1[CH:19]=[CH:20][C:21]([C:24]2[CH:25]=[CH:26][C:27]([C:30]#[C:31][C:2]3[CH:3]=[CH:4][C:5]([NH:8][CH2:9][CH2:10][N:11]4[CH2:16][CH2:15][CH2:14][CH2:13][CH2:12]4)=[N:6][CH:7]=3)=[N:28][CH:29]=2)=[CH:22][CH:23]=1. Given the reactants I[C:2]1[CH:3]=[CH:4][C:5]([NH:8][CH2:9][CH2:10][N:11]2[CH2:16][CH2:15][CH2:14][CH2:13][CH2:12]2)=[N:6][CH:7]=1.[Cl:17][C:18]1[CH:23]=[CH:22][C:21]([C:24]2[CH:25]=[CH:26][C:27]([C:30]#[CH:31])=[N:28][CH:29]=2)=[CH:20][CH:19]=1, predict the reaction product. (6) Given the reactants S(Cl)(Cl)=O.[Cl:5][C:6]1[CH:14]=[C:13]([F:15])[CH:12]=[CH:11][C:7]=1[C:8]([OH:10])=O.N1C=CC=CC=1.Cl.[C:23]1([N:33]2[CH2:38][CH2:37][NH:36][CH2:35][C:34]2=[O:39])[C:32]2[C:27](=[CH:28][CH:29]=[CH:30][CH:31]=2)[CH:26]=[CH:25][CH:24]=1, predict the reaction product. The product is: [Cl:5][C:6]1[CH:14]=[C:13]([F:15])[CH:12]=[CH:11][C:7]=1[C:8]([N:36]1[CH2:37][CH2:38][N:33]([C:23]2[C:32]3[C:27](=[CH:28][CH:29]=[CH:30][CH:31]=3)[CH:26]=[CH:25][CH:24]=2)[C:34](=[O:39])[CH2:35]1)=[O:10]. (7) Given the reactants C[O:2][C:3](=[O:31])[C:4]1[CH:9]=[CH:8][C:7]([O:10][CH:11]([CH2:14][C:15]2[CH:20]=[CH:19][C:18]([C:21]3[CH:26]=[CH:25][C:24]([C:27]([F:30])([F:29])[F:28])=[CH:23][CH:22]=3)=[CH:17][CH:16]=2)[CH2:12][CH3:13])=[CH:6][CH:5]=1.[OH-].[Na+].Cl, predict the reaction product. The product is: [F:28][C:27]([F:29])([F:30])[C:24]1[CH:23]=[CH:22][C:21]([C:18]2[CH:17]=[CH:16][C:15]([CH2:14][CH:11]([O:10][C:7]3[CH:6]=[CH:5][C:4]([C:3]([OH:31])=[O:2])=[CH:9][CH:8]=3)[CH2:12][CH3:13])=[CH:20][CH:19]=2)=[CH:26][CH:25]=1. (8) Given the reactants [CH:1]1[C:10]2[C:5](=[CH:6][CH:7]=[CH:8][CH:9]=2)[CH2:4][CH2:3][N:2]=1.[CH3:11][O:12][S:13]([C:16]1[CH:21]=[CH:20][C:19]([CH3:22])=[CH:18][CH:17]=1)(=[O:15])=[O:14], predict the reaction product. The product is: [CH3:11][N:2]1[CH2:3][CH2:4][C:5]2[C:10](=[CH:9][CH:8]=[CH:7][CH:6]=2)[CH2:1]1.[CH3:22][C:19]1[CH:20]=[CH:21][C:16]([S:13]([OH:15])(=[O:14])=[O:12])=[CH:17][CH:18]=1.